This data is from Full USPTO retrosynthesis dataset with 1.9M reactions from patents (1976-2016). The task is: Predict the reactants needed to synthesize the given product. (1) Given the product [CH2:7]([O:6][C:4]([CH2:3][CH2:1][CH2:2][C:27]1[CH:28]=[C:29]([CH:32]=[CH:33][CH:34]=1)[CH:30]=[O:31])=[O:5])[CH3:8], predict the reactants needed to synthesize it. The reactants are: [CH:1]([CH2:3][C:4]([O:6][CH2:7][CH3:8])=[O:5])=[CH2:2].B1C2CCCC1CCC2.[O-]P([O-])([O-])=O.[K+].[K+].[K+].Br[C:27]1[CH:28]=[C:29]([CH:32]=[CH:33][CH:34]=1)[CH:30]=[O:31]. (2) Given the product [F:1][S:2]([F:12])([F:13])([F:14])([F:15])[C:3]1[CH:4]=[C:5]([CH:9]=[C:10]([N+:21]([O-:23])=[O:22])[CH:11]=1)[C:6]([OH:8])=[O:7], predict the reactants needed to synthesize it. The reactants are: [F:1][S:2]([F:15])([F:14])([F:13])([F:12])[C:3]1[CH:4]=[C:5]([CH:9]=[CH:10][CH:11]=1)[C:6]([OH:8])=[O:7].S(=O)(=O)(O)O.[N+:21]([O-])([OH:23])=[O:22]. (3) The reactants are: [Cl:1][C:2]1[CH:11]=[C:10]([C:12]#[N:13])[CH:9]=[C:8]([Cl:14])[C:3]=1[C:4]([O:6]C)=[O:5].[I-].[Li+]. Given the product [Cl:1][C:2]1[CH:11]=[C:10]([C:12]#[N:13])[CH:9]=[C:8]([Cl:14])[C:3]=1[C:4]([OH:6])=[O:5], predict the reactants needed to synthesize it.